From a dataset of Full USPTO retrosynthesis dataset with 1.9M reactions from patents (1976-2016). Predict the reactants needed to synthesize the given product. (1) Given the product [CH3:1][C:2]1[C:3]([CH2:18][OH:19])=[CH:4][C:5]2[C:6]([CH3:17])([CH3:16])[C@@H:7]([CH3:15])[C@H:8]([CH3:14])[C:9]([CH3:12])([CH3:13])[C:10]=2[CH:11]=1, predict the reactants needed to synthesize it. The reactants are: [CH3:1][C:2]1[C:3]([CH:18]=[O:19])=[CH:4][C:5]2[C:6]([CH3:17])([CH3:16])[C@@H:7]([CH3:15])[C@H:8]([CH3:14])[C:9]([CH3:13])([CH3:12])[C:10]=2[CH:11]=1.[H-].[H-].[H-].[H-].[Li+].[Al+3]. (2) Given the product [C:30]([O:34][C:35](=[O:41])[C:36]([CH3:40])([CH3:39])[CH2:37][NH:38][C:3]([C:5]1[C:6]([OH:29])=[C:7]2[C:12](=[CH:13][N:14]=1)[N:11]([CH2:15][C:16]1[CH:17]=[CH:18][CH:19]=[CH:20][CH:21]=1)[C:10](=[O:22])[C:9]([C:23]1[CH:24]=[CH:25][CH:26]=[CH:27][CH:28]=1)=[CH:8]2)=[O:4])([CH3:33])([CH3:31])[CH3:32], predict the reactants needed to synthesize it. The reactants are: CO[C:3]([C:5]1[C:6]([OH:29])=[C:7]2[C:12](=[CH:13][N:14]=1)[N:11]([CH2:15][C:16]1[CH:21]=[CH:20][CH:19]=[CH:18][CH:17]=1)[C:10](=[O:22])[C:9]([C:23]1[CH:28]=[CH:27][CH:26]=[CH:25][CH:24]=1)=[CH:8]2)=[O:4].[C:30]([O:34][C:35](=[O:41])[C:36]([CH3:40])([CH3:39])[CH2:37][NH2:38])([CH3:33])([CH3:32])[CH3:31].